This data is from Forward reaction prediction with 1.9M reactions from USPTO patents (1976-2016). The task is: Predict the product of the given reaction. (1) Given the reactants C([O-])([O-])=O.[Cs+].[Cs+].Br[C:8]1[CH:9]=[C:10]([C:15]2[N:16]=[N:17][N:18]([CH:20]([CH3:22])[CH3:21])[CH:19]=2)[C:11]([NH2:14])=[N:12][CH:13]=1.[N:23]1([C:29]([C:31]2[CH:32]=[C:33](B(O)O)[CH:34]=[CH:35][CH:36]=2)=[O:30])[CH2:28][CH2:27][O:26][CH2:25][CH2:24]1, predict the reaction product. The product is: [NH2:14][C:11]1[N:12]=[CH:13][C:8]([C:35]2[CH:36]=[C:31]([C:29]([N:23]3[CH2:28][CH2:27][O:26][CH2:25][CH2:24]3)=[O:30])[CH:32]=[CH:33][CH:34]=2)=[CH:9][C:10]=1[C:15]1[N:16]=[N:17][N:18]([CH:20]([CH3:22])[CH3:21])[CH:19]=1. (2) Given the reactants [Br:1][C:2]1[C:3]([NH:32][CH2:33][C:34]2[CH:39]=[CH:38][CH:37]=[CH:36][C:35]=2[N+:40]([O-])=O)=[C:4]([NH:25][S:26]([CH2:29][CH2:30][CH3:31])(=[O:28])=[O:27])[CH:5]=[C:6]([CH:8]2[C:17]3[C:16](=[O:18])[CH2:15][CH:14]([CH2:19][CH2:20][CH3:21])[CH2:13][C:12]=3[NH:11][C:10]([CH3:22])=[C:9]2[C:23]#[N:24])[CH:7]=1.C(O)(=O)C, predict the reaction product. The product is: [NH2:40][C:35]1[CH:36]=[CH:37][CH:38]=[CH:39][C:34]=1[CH2:33][NH:32][C:3]1[C:2]([Br:1])=[CH:7][C:6]([CH:8]2[C:17]3[C:16](=[O:18])[CH2:15][CH:14]([CH2:19][CH2:20][CH3:21])[CH2:13][C:12]=3[NH:11][C:10]([CH3:22])=[C:9]2[C:23]#[N:24])=[CH:5][C:4]=1[NH:25][S:26]([CH2:29][CH2:30][CH3:31])(=[O:27])=[O:28]. (3) Given the reactants [C:1]([N:4]([CH2:13][CH:14]1[CH2:19][CH2:18][N:17](C(OC(C)(C)C)=O)[CH2:16][CH2:15]1)[CH2:5][C:6]1[CH:11]=[CH:10][C:9]([Cl:12])=[CH:8][CH:7]=1)(=[O:3])[CH3:2].[F:27][C:28]([F:33])([F:32])[C:29]([OH:31])=[O:30], predict the reaction product. The product is: [F:27][C:28]([F:33])([F:32])[C:29]([OH:31])=[O:30].[C:1]([N:4]([CH2:13][CH:14]1[CH2:19][CH2:18][NH:17][CH2:16][CH2:15]1)[CH2:5][C:6]1[CH:11]=[CH:10][C:9]([Cl:12])=[CH:8][CH:7]=1)(=[O:3])[CH3:2]. (4) Given the reactants [F:1][C:2]1[CH:7]=[CH:6][C:5]([OH:8])=[CH:4][CH:3]=1.[C:9]([O:14][CH2:15][CH3:16])(=[O:13])[C@H:10]([CH3:12])O.C1(P(C2C=CC=CC=2)C2C=CC=CC=2)C=CC=CC=1.CC(OC(/N=N/C(OC(C)C)=O)=O)C, predict the reaction product. The product is: [CH2:15]([O:14][C:9](=[O:13])[C@H:10]([O:8][C:5]1[CH:6]=[CH:7][C:2]([F:1])=[CH:3][CH:4]=1)[CH3:12])[CH3:16]. (5) Given the reactants [N:1]1[CH:6]=[CH:5][C:4]([NH:7][C:8](=[O:15])OCC(Cl)(Cl)Cl)=[N:3][CH:2]=1.[C:16]1([C:22]2[N:26]=[C:25]([N:27]3[CH2:32][CH2:31][NH:30][CH2:29][CH2:28]3)[S:24][N:23]=2)[CH:21]=[CH:20][CH:19]=[CH:18][CH:17]=1.C(N(C(C)C)CC)(C)C.CS(C)=O, predict the reaction product. The product is: [C:16]1([C:22]2[N:26]=[C:25]([N:27]3[CH2:32][CH2:31][N:30]([C:8]([NH:7][C:4]4[CH:5]=[CH:6][N:1]=[CH:2][N:3]=4)=[O:15])[CH2:29][CH2:28]3)[S:24][N:23]=2)[CH:17]=[CH:18][CH:19]=[CH:20][CH:21]=1. (6) Given the reactants [F:1][C:2]1[C:7]([N+:8]([O-:10])=[O:9])=[CH:6][CH:5]=[C:4]([F:11])[C:3]=1[C:12]1[N:16]([CH:17]2[CH2:22][CH2:21][CH2:20][CH2:19][O:18]2)[N:15]=[CH:14][CH:13]=1.[Br:23]N1C(=O)CCC1=O, predict the reaction product. The product is: [Br:23][C:13]1[CH:14]=[N:15][N:16]([CH:17]2[CH2:22][CH2:21][CH2:20][CH2:19][O:18]2)[C:12]=1[C:3]1[C:4]([F:11])=[CH:5][CH:6]=[C:7]([N+:8]([O-:10])=[O:9])[C:2]=1[F:1]. (7) Given the reactants [BH4-].[Na+].[C:3]([O:6][C@@H:7]1[C@H:11]([O:12][C:13](=[O:15])[CH3:14])[C@@H:10]([CH2:16][O:17][C:18](=[O:20])[CH3:19])[O:9][C@H:8]1[N:21]1[C:40]2[N:39]=[C:28]([NH:29][CH2:30]SC3C=CC(C)=CC=3)[NH:27][C:25](=[O:26])[C:24]=2[N:23]=[CH:22]1)(=[O:5])[CH3:4].P([O-])(O)(O)=O.[K+].C(Cl)Cl, predict the reaction product. The product is: [C:3]([O:6][C@@H:7]1[C@H:11]([O:12][C:13](=[O:15])[CH3:14])[C@@H:10]([CH2:16][O:17][C:18](=[O:20])[CH3:19])[O:9][C@H:8]1[N:21]1[C:40]2[N:39]=[C:28]([NH:29][CH3:30])[NH:27][C:25](=[O:26])[C:24]=2[N:23]=[CH:22]1)(=[O:5])[CH3:4]. (8) Given the reactants [H-].[Na+].[Br:3][C:4]1[CH:14]=[CH:13][C:7]2[O:8][CH2:9][C:10](=[O:12])[NH:11][C:6]=2[CH:5]=1.[CH3:15]I, predict the reaction product. The product is: [Br:3][C:4]1[CH:14]=[CH:13][C:7]2[O:8][CH2:9][C:10](=[O:12])[N:11]([CH3:15])[C:6]=2[CH:5]=1. (9) The product is: [OH:1][C@@:2]1([CH2:41][O:42][CH3:43])[CH2:7][CH2:6][CH2:5][CH2:4][C@H:3]1[N:8]1[C:12]([C:13]2[CH:14]=[CH:15][CH:16]=[CH:17][CH:18]=2)=[C:11]([C:19]([N:21]2[CH2:26][CH2:25][NH:24][CH2:23][C@H:22]2[CH2:27][CH2:28][O:29][C:30]2[CH:35]=[CH:34][C:33]([CH2:36][C:37]([OH:39])=[O:38])=[CH:32][CH:31]=2)=[O:20])[N:10]=[CH:9]1. Given the reactants [OH:1][C@@:2]1([CH2:41][O:42][CH3:43])[CH2:7][CH2:6][CH2:5][CH2:4][C@H:3]1[N:8]1[C:12]([C:13]2[CH:18]=[CH:17][CH:16]=[CH:15][CH:14]=2)=[C:11]([C:19]([N:21]2[CH2:26][CH2:25][NH:24][CH2:23][C@H:22]2[CH2:27][CH2:28][O:29][C:30]2[CH:35]=[CH:34][C:33]([CH2:36][C:37]([O:39]C)=[O:38])=[CH:32][CH:31]=2)=[O:20])[N:10]=[CH:9]1.[OH-].[K+], predict the reaction product. (10) The product is: [ClH:39].[O:6]1[C:7]2[CH:18]=[CH:17][C:16]([C:19]3[CH:20]=[C:21]4[NH:27][C:26]([NH:28][C:29](=[O:30])[O:31][CH2:32][C:33]5[CH:34]=[CH:35][CH:36]=[CH:37][CH:38]=5)=[N:25][C:22]4=[N:23][CH:24]=3)=[CH:15][C:8]=2[CH2:9][NH:10][CH2:11][CH2:5]1. Given the reactants CC([CH:5]1[CH2:11][N:10](C([O-])=O)[CH2:9][C:8]2[CH:15]=[C:16]([C:19]3[CH:20]=[C:21]4[NH:27][C:26]([NH:28][C:29]([O:31][CH2:32][C:33]5[CH:38]=[CH:37][CH:36]=[CH:35][CH:34]=5)=[O:30])=[N:25][C:22]4=[N:23][CH:24]=3)[CH:17]=[CH:18][C:7]=2[O:6]1)(C)C.[ClH:39], predict the reaction product.